Dataset: Reaction yield outcomes from USPTO patents with 853,638 reactions. Task: Predict the reaction yield, written as a fraction of the theoretical maximum amount of product (1.0 means a 100% yield; for example, 0.34 means a 34% yield). (1) The reactants are OS(O)(=O)=O.[C:6]1([CH2:12][CH2:13][CH2:14][CH2:15][C:16]([OH:18])=[O:17])[CH:11]=[CH:10][CH:9]=[CH:8][CH:7]=1.O.[CH3:20]O. No catalyst specified. The product is [C:6]1([CH2:12][CH2:13][CH2:14][CH2:15][C:16]([O:18][CH3:20])=[O:17])[CH:11]=[CH:10][CH:9]=[CH:8][CH:7]=1. The yield is 1.00. (2) The catalyst is COCCOC.C(OCC)(=O)C.C1C=CC([P]([Pd]([P](C2C=CC=CC=2)(C2C=CC=CC=2)C2C=CC=CC=2)([P](C2C=CC=CC=2)(C2C=CC=CC=2)C2C=CC=CC=2)[P](C2C=CC=CC=2)(C2C=CC=CC=2)C2C=CC=CC=2)(C2C=CC=CC=2)C2C=CC=CC=2)=CC=1. The product is [C:42]([C:39]1[CH:40]=[CH:41][C:36]([N:32]([CH:33]2[CH2:35][CH2:34]2)[C:30]([C:27]2[CH:28]=[CH:29][N:24]3[N:23]=[CH:22][C:21]([C:2]4[CH:11]=[CH:10][C:5]([C:6](=[O:7])[NH:8][CH3:9])=[CH:4][N:3]=4)=[C:25]3[CH:26]=2)=[O:31])=[CH:37][CH:38]=1)#[N:43]. The yield is 0.0500. The reactants are Br[C:2]1[CH:11]=[CH:10][C:5]([C:6]([NH:8][CH3:9])=[O:7])=[CH:4][N:3]=1.C[Sn](C)C.C[Sn](C)C.Br[C:21]1[CH:22]=[N:23][N:24]2[CH:29]=[CH:28][C:27]([C:30]([N:32]([C:36]3[CH:41]=[CH:40][C:39]([C:42]#[N:43])=[CH:38][CH:37]=3)[CH:33]3[CH2:35][CH2:34]3)=[O:31])=[CH:26][C:25]=12. (3) The reactants are [CH:1]1[C:23]2=[C:24]3[C:4]4[C:5]([CH:17]=[CH:18][C:19]3=[C:20](S([O-])(=O)=O)[CH:21]=[C:22]2[OH:25])=[C:6](S([O-])(=O)=O)[CH:7]=[C:8](S([O-])(=O)=O)[C:3]=4[CH:2]=1.[Na+:30].[Na+].[Na+].[S:33](=O)(=[O:36])([OH:35])[OH:34]. No catalyst specified. The product is [OH:25][C:22]1[CH:21]=[CH:20][C:19]2[C:24]3=[C:4]4[C:5]([CH:6]=[CH:7][CH:8]=[C:3]4[C:2]([S:33]([O-:36])(=[O:35])=[O:34])=[CH:1][C:23]=13)=[CH:17][CH:18]=2.[Na+:30]. The yield is 0.100. (4) The reactants are [BH4-].[Na+].C[O:4][C:5]([C@@H:7]1[CH2:11][C@@H:10]([O:12][Si:13]([C:26]([CH3:29])([CH3:28])[CH3:27])([C:20]2[CH:25]=[CH:24][CH:23]=[CH:22][CH:21]=2)[C:14]2[CH:19]=[CH:18][CH:17]=[CH:16][CH:15]=2)[CH2:9][N:8]1[C:30](=[O:43])[NH:31][C:32]1[CH:37]=[CH:36][C:35]([O:38][C:39]([F:42])([F:41])[F:40])=[CH:34][CH:33]=1)=O.O. The catalyst is CO. The product is [F:42][C:39]([F:40])([F:41])[O:38][C:35]1[CH:36]=[CH:37][C:32]([NH:31][C:30]([N:8]2[CH2:9][C@H:10]([O:12][Si:13]([C:26]([CH3:27])([CH3:28])[CH3:29])([C:20]3[CH:21]=[CH:22][CH:23]=[CH:24][CH:25]=3)[C:14]3[CH:19]=[CH:18][CH:17]=[CH:16][CH:15]=3)[CH2:11][C@H:7]2[CH2:5][OH:4])=[O:43])=[CH:33][CH:34]=1. The yield is 0.880.